Dataset: Full USPTO retrosynthesis dataset with 1.9M reactions from patents (1976-2016). Task: Predict the reactants needed to synthesize the given product. (1) Given the product [Cl:14]/[C:18](=[N:1]\[NH:13][C:10]1[CH:11]=[CH:12][C:7]([O:6][CH3:5])=[CH:8][CH:9]=1)/[C:19]([O:21][CH2:22][CH3:23])=[O:20], predict the reactants needed to synthesize it. The reactants are: [N:1]([O-])=O.[Na+].[CH3:5][O:6][C:7]1[CH:12]=[CH:11][C:10]([NH2:13])=[CH:9][CH:8]=1.[ClH:14].ClCC(=O)[CH2:18][C:19]([O:21][CH2:22][CH3:23])=[O:20].C([O-])(=O)C.[Na+]. (2) The reactants are: [CH2:1]([O:3][C:4]([CH:6]1[CH2:11][CH2:10][CH2:9][CH:8]([NH:12][C:13]([C:15]2[C:16]([C:21]3[CH:26]=[CH:25][N:24]=[CH:23][C:22]=3F)=[N:17][O:18][C:19]=2[CH3:20])=[O:14])[CH2:7]1)=[O:5])[CH3:2].C[Si]([N-][Si](C)(C)C)(C)C. Given the product [CH2:1]([O:3][C:4]([CH:6]1[CH2:11][CH2:10][CH2:9][CH:8]([N:12]2[C:26]3[C:21](=[CH:22][CH:23]=[N:24][CH:25]=3)[C:16]3=[N:17][O:18][C:19]([CH3:20])=[C:15]3[C:13]2=[O:14])[CH2:7]1)=[O:5])[CH3:2], predict the reactants needed to synthesize it. (3) Given the product [F:1][C:2]1[CH:3]=[C:4]([CH:37]=[CH:38][C:39]=1[F:40])[CH2:5][C:6]1([C:29]([N:31]([CH3:43])[CH2:32][C:33]([F:36])([F:34])[F:35])=[O:30])[CH2:11][CH2:10][CH2:9][N:8]2[C:12]([C:15]3[CH:20]=[CH:19][C:18]([C:21]4[O:25][C:24]([CH3:26])=[N:23][CH:22]=4)=[C:17]([O:27][CH3:28])[CH:16]=3)=[N:13][N:14]=[C:7]12, predict the reactants needed to synthesize it. The reactants are: [F:1][C:2]1[CH:3]=[C:4]([CH:37]=[CH:38][C:39]=1[F:40])[CH2:5][C:6]1([C:29]([NH:31][CH2:32][C:33]([F:36])([F:35])[F:34])=[O:30])[CH2:11][CH2:10][CH2:9][N:8]2[C:12]([C:15]3[CH:20]=[CH:19][C:18]([C:21]4[O:25][C:24]([CH3:26])=[N:23][CH:22]=4)=[C:17]([O:27][CH3:28])[CH:16]=3)=[N:13][N:14]=[C:7]12.[H-].[Na+].[CH3:43]I. (4) Given the product [N+:38]([C:41]1[CH:46]=[CH:45][C:44]([C:2]2[CH:7]=[CH:6][C:5]([C:8]([NH:10][C@@H:11]([CH:19]3[CH2:20][CH2:21][CH2:22][CH2:23][CH2:24]3)[C:12]([O:14][C:15]([CH3:17])([CH3:18])[CH3:16])=[O:13])=[O:9])=[C:4]([NH:25][C:26]([NH:28][C:29]3[C:30]([CH3:37])=[CH:31][C:32]([CH3:36])=[CH:33][C:34]=3[CH3:35])=[O:27])[CH:3]=2)=[CH:43][CH:42]=1)([O-:40])=[O:39], predict the reactants needed to synthesize it. The reactants are: Cl[C:2]1[CH:7]=[CH:6][C:5]([C:8]([NH:10][C@@H:11]([CH:19]2[CH2:24][CH2:23][CH2:22][CH2:21][CH2:20]2)[C:12]([O:14][C:15]([CH3:18])([CH3:17])[CH3:16])=[O:13])=[O:9])=[C:4]([NH:25][C:26]([NH:28][C:29]2[C:34]([CH3:35])=[CH:33][C:32]([CH3:36])=[CH:31][C:30]=2[CH3:37])=[O:27])[CH:3]=1.[N+:38]([C:41]1[CH:46]=[CH:45][C:44](B(O)O)=[CH:43][CH:42]=1)([O-:40])=[O:39].C(=O)([O-])[O-].[Na+].[Na+]. (5) Given the product [Br:1][C:2]1[CH:11]=[CH:10][C:5]2[N:6]=[C:7]([NH:15][CH:13]([CH3:14])[CH3:12])[S:8][C:4]=2[CH:3]=1, predict the reactants needed to synthesize it. The reactants are: [Br:1][C:2]1[CH:11]=[CH:10][C:5]2[N:6]=[C:7](Cl)[S:8][C:4]=2[CH:3]=1.[CH3:12][CH:13]([NH2:15])[CH3:14].C(N(CC)CC)C.